Dataset: Reaction yield outcomes from USPTO patents with 853,638 reactions. Task: Predict the reaction yield, written as a fraction of the theoretical maximum amount of product (1.0 means a 100% yield; for example, 0.34 means a 34% yield). (1) The reactants are [N:1]1[CH:6]=[CH:5][CH:4]=[C:3]([N:7]2[CH2:15][CH2:14][C:9]3([NH:13][CH2:12][CH2:11][CH2:10]3)[CH2:8]2)[CH:2]=1.[C:16](=O)(O)[O-].[Na+]. The catalyst is C(O)=O.C=O. The product is [CH3:16][N:13]1[C:9]2([CH2:14][CH2:15][N:7]([C:3]3[CH:2]=[N:1][CH:6]=[CH:5][CH:4]=3)[CH2:8]2)[CH2:10][CH2:11][CH2:12]1. The yield is 0.936. (2) The reactants are [O:1]1[C:5](=[O:6])[CH2:4][CH2:3][C:2]1=O.[CH3:8][C:9]1[CH:18]=[CH:17][C:16]2[C:11](=[CH:12][CH:13]=[CH:14][C:15]=2[N:19]2[CH2:24][CH2:23][N:22]([CH2:25][CH2:26][C:27]3[CH:28]=[C:29]([CH:31]=[CH:32][CH:33]=3)[NH2:30])[CH2:21][CH2:20]2)[N:10]=1.CO.Cl. The catalyst is C1(C)C=CC=CC=1.N1C=CC=CC=1.ClCCl. The product is [CH3:8][C:9]1[CH:18]=[CH:17][C:16]2[C:11](=[CH:12][CH:13]=[CH:14][C:15]=2[N:19]2[CH2:20][CH2:21][N:22]([CH2:25][CH2:26][C:27]3[CH:28]=[C:29]([N:30]4[C:2](=[O:1])[CH2:3][CH2:4][C:5]4=[O:6])[CH:31]=[CH:32][CH:33]=3)[CH2:23][CH2:24]2)[N:10]=1. The yield is 0.760. (3) The reactants are [CH2:1]([CH:4]1[CH:30]=[C:29]([CH3:31])[CH2:28][CH:27]([CH3:32])[CH2:26][CH:25]([O:33][CH3:34])[CH:24]2[O:35][C:20]([OH:39])([CH:21]([CH3:38])[CH2:22][CH:23]2[O:36][CH3:37])[C:19](=[O:40])[C:18](=[O:41])[N:17]2[CH:12]([CH2:13][CH2:14][CH2:15][CH2:16]2)[C:11](=[O:42])[O:10][CH:9]([C:43]([CH3:72])=[CH:44][CH:45]2[CH2:50][CH2:49][CH:48]([O:51][C:52](=[O:69])[CH2:53][CH2:54][CH2:55][CH2:56][CH2:57][CH2:58][C:59]([O:61][Si](C(C)(C)C)(C)C)=[O:60])[CH:47]([O:70][CH3:71])[CH2:46]2)[CH:8]([CH3:73])[CH:7]([O:74][Si](C(C)(C)C)(C)C)[CH2:6][C:5]1=[O:82])[CH:2]=[CH2:3].C(#N)C.F. The catalyst is C(OCC)(=O)C.O. The product is [CH2:1]([CH:4]1[CH:30]=[C:29]([CH3:31])[CH2:28][CH:27]([CH3:32])[CH2:26][CH:25]([O:33][CH3:34])[CH:24]2[O:35][C:20]([OH:39])([CH:21]([CH3:38])[CH2:22][CH:23]2[O:36][CH3:37])[C:19](=[O:40])[C:18](=[O:41])[N:17]2[CH:12]([CH2:13][CH2:14][CH2:15][CH2:16]2)[C:11](=[O:42])[O:10][CH:9]([C:43]([CH3:72])=[CH:44][CH:45]2[CH2:50][CH2:49][CH:48]([O:51][C:52](=[O:69])[CH2:53][CH2:54][CH2:55][CH2:56][CH2:57][CH2:58][C:59]([OH:61])=[O:60])[CH:47]([O:70][CH3:71])[CH2:46]2)[CH:8]([CH3:73])[CH:7]([OH:74])[CH2:6][C:5]1=[O:82])[CH:2]=[CH2:3]. The yield is 0.400. (4) The reactants are [O:1]([C:8]1[CH:13]=[CH:12][C:11]([NH:14][C:15]2[N:20]=[CH:19][N:18]=[C:17]([NH:21][C:22]3[CH:23]=[C:24]([CH:28]=[CH:29][CH:30]=3)[C:25](O)=[O:26])[CH:16]=2)=[CH:10][CH:9]=1)[C:2]1[CH:7]=[CH:6][CH:5]=[CH:4][CH:3]=1.[CH3:31][NH:32][O:33][CH3:34].Cl.CCN=C=NCCCN(C)C.Cl.Cl.C1C=CC2N(O)N=NC=2C=1.CCN(C(C)C)C(C)C. The catalyst is CN(C=O)C. The product is [CH3:34][O:33][N:32]([CH3:31])[C:25](=[O:26])[C:24]1[CH:28]=[CH:29][CH:30]=[C:22]([NH:21][C:17]2[CH:16]=[C:15]([NH:14][C:11]3[CH:12]=[CH:13][C:8]([O:1][C:2]4[CH:3]=[CH:4][CH:5]=[CH:6][CH:7]=4)=[CH:9][CH:10]=3)[N:20]=[CH:19][N:18]=2)[CH:23]=1. The yield is 0.445. (5) The reactants are [C:1]([O:9][CH:10]1[CH2:13][N:12]([C:14]2[O:15][CH2:16][CH:17]([C:19]([O:21][CH3:22])=[O:20])[N:18]=2)[CH2:11]1)(=[O:8])[C:2]1[CH:7]=[CH:6][CH:5]=[CH:4][CH:3]=1.C(#N)C. The catalyst is C1(C)C=CC=CC=1.C(Cl)Cl.[O-2].[O-2].[Mn+4]. The product is [C:1]([O:9][CH:10]1[CH2:13][N:12]([C:14]2[O:15][CH:16]=[C:17]([C:19]([O:21][CH3:22])=[O:20])[N:18]=2)[CH2:11]1)(=[O:8])[C:2]1[CH:7]=[CH:6][CH:5]=[CH:4][CH:3]=1. The yield is 0.580. (6) The reactants are [NH2:1][C@H:2]1[CH2:7][C@H:6]([CH3:8])[O:5][CH2:4][C@@H:3]1[OH:9].C(N(CC)CC)C.[C:17](O[C:17]([O:19][C:20]([CH3:23])([CH3:22])[CH3:21])=[O:18])([O:19][C:20]([CH3:23])([CH3:22])[CH3:21])=[O:18]. The catalyst is ClCCl. The product is [OH:9][C@H:3]1[CH2:4][O:5][C@@H:6]([CH3:8])[CH2:7][C@@H:2]1[NH:1][C:17](=[O:18])[O:19][C:20]([CH3:23])([CH3:22])[CH3:21]. The yield is 0.510. (7) The reactants are [ClH:1].C(O[C:7]([N:9]1[CH2:14][CH2:13][N:12](C)[CH2:11][CH:10]1[C:16]1[O:20][N:19]=[C:18]([C:21]2[CH:26]=[CH:25][C:24]([F:27])=[CH:23][CH:22]=2)[N:17]=1)=O)(C)(C)C. The catalyst is CO. The product is [ClH:1].[ClH:1].[F:27][C:24]1[CH:25]=[CH:26][C:21]([C:18]2[N:17]=[C:16]([CH:10]3[CH2:11][NH:12][CH2:13][CH2:14][N:9]3[CH3:7])[O:20][N:19]=2)=[CH:22][CH:23]=1. The yield is 1.00.